From a dataset of Catalyst prediction with 721,799 reactions and 888 catalyst types from USPTO. Predict which catalyst facilitates the given reaction. (1) Reactant: [C:1]([N:4]1[C:13]2[C:8](=[CH:9][C:10]([C:14]3[N:15]=[C:16]([CH:19]=O)[S:17][CH:18]=3)=[CH:11][CH:12]=2)[C@H:7]([NH:21][C:22](=[O:27])[O:23][CH:24]([CH3:26])[CH3:25])[CH2:6][C@@H:5]1[CH3:28])(=[O:3])[CH3:2].[NH:29]1[CH2:34][CH2:33][CH2:32][CH2:31][CH2:30]1.C(O)(=O)C.C(O[BH-](OC(=O)C)OC(=O)C)(=O)C.[Na+]. Product: [C:1]([N:4]1[C:13]2[C:8](=[CH:9][C:10]([C:14]3[N:15]=[C:16]([CH2:19][N:29]4[CH2:34][CH2:33][CH2:32][CH2:31][CH2:30]4)[S:17][CH:18]=3)=[CH:11][CH:12]=2)[C@H:7]([NH:21][C:22](=[O:27])[O:23][CH:24]([CH3:26])[CH3:25])[CH2:6][C@@H:5]1[CH3:28])(=[O:3])[CH3:2]. The catalyst class is: 4. (2) Reactant: [CH:1]([C:4]1[N:8]=[C:7]([C:9]([OH:11])=O)[O:6][N:5]=1)([CH3:3])[CH3:2].CCN=C=NCCCN(C)C.CCN(C(C)C)C(C)C.C1C=CC2N(O)N=NC=2C=1.[NH2:42][C@@H:43]([CH3:60])[CH2:44][N:45]1[CH:49]=[CH:48][C:47]([C:50]2[CH:57]=[C:56]([F:58])[C:53]([C:54]#[N:55])=[C:52]([Cl:59])[CH:51]=2)=[N:46]1. Product: [Cl:59][C:52]1[CH:51]=[C:50]([C:47]2[CH:48]=[CH:49][N:45]([CH2:44][C@@H:43]([NH:42][C:9]([C:7]3[O:6][N:5]=[C:4]([CH:1]([CH3:2])[CH3:3])[N:8]=3)=[O:11])[CH3:60])[N:46]=2)[CH:57]=[C:56]([F:58])[C:53]=1[C:54]#[N:55]. The catalyst class is: 303. (3) Reactant: [OH:1][CH2:2][C:3]([CH3:7])([CH2:5][OH:6])[CH3:4].O.S(=O)(=O)(O)O.[C:14]1(=O)[CH2:19][CH2:18][C:17](=[O:20])[CH2:16][CH2:15]1. Product: [CH3:4][C:3]1([CH3:7])[CH2:5][O:6][C:14]2([CH2:19][CH2:18][C:17](=[O:20])[CH2:16][CH2:15]2)[O:1][CH2:2]1. The catalyst class is: 81. (4) Reactant: [CH2:1]([O:3][C:4](=[O:17])[C@@H:5]([O:15][CH3:16])[CH2:6][C:7]1[CH:12]=[CH:11][C:10]([C:13]#[CH:14])=[CH:9][CH:8]=1)[CH3:2].C(O)=[O:19]. Product: [CH2:1]([O:3][C:4](=[O:17])[C@@H:5]([O:15][CH3:16])[CH2:6][C:7]1[CH:8]=[CH:9][C:10]([C:13](=[O:19])[CH3:14])=[CH:11][CH:12]=1)[CH3:2]. The catalyst class is: 2.